From a dataset of Reaction yield outcomes from USPTO patents with 853,638 reactions. Predict the reaction yield, written as a fraction of the theoretical maximum amount of product (1.0 means a 100% yield; for example, 0.34 means a 34% yield). The reactants are O/[N:2]=[CH:3]\[C:4]1[CH:5]=[C:6]([CH:14]=[C:15]([C:17]([F:20])([F:19])[F:18])[CH:16]=1)[C:7]([O:9][C:10]([CH3:13])([CH3:12])[CH3:11])=[O:8].[H][H]. The catalyst is N.CO.[Ni]. The product is [NH2:2][CH2:3][C:4]1[CH:5]=[C:6]([CH:14]=[C:15]([C:17]([F:18])([F:19])[F:20])[CH:16]=1)[C:7]([O:9][C:10]([CH3:13])([CH3:12])[CH3:11])=[O:8]. The yield is 0.661.